From a dataset of Full USPTO retrosynthesis dataset with 1.9M reactions from patents (1976-2016). Predict the reactants needed to synthesize the given product. The reactants are: Cl[C:2]1[C:11]2[C:6](=[CH:7][C:8](OCCCN(C)S(C)(=O)=O)=[C:9](OC)[CH:10]=2)[N:5]=[CH:4][N:3]=1.C(=O)([O-])[O-].[K+].[K+].[OH:30][C:31]1[CH:40]=[C:39]2[C:34]([C:35]([CH3:41])=[CH:36][CH:37]=[N:38]2)=[CH:33][CH:32]=1. Given the product [CH3:41][C:35]1[C:34]2[C:39](=[CH:40][C:31]([O:30][C:2]3[C:11]4[C:6](=[CH:7][CH:8]=[CH:9][CH:10]=4)[N:5]=[CH:4][N:3]=3)=[CH:32][CH:33]=2)[N:38]=[CH:37][CH:36]=1, predict the reactants needed to synthesize it.